This data is from Forward reaction prediction with 1.9M reactions from USPTO patents (1976-2016). The task is: Predict the product of the given reaction. (1) Given the reactants C1C2[CH:12]([CH2:14][O:15][C:16]([NH:18][C@@H:19]([CH2:23][S:24][CH2:25][C@H:26]([O:41][CH2:42][CH2:43][CH2:44][CH2:45][CH2:46][CH2:47][CH2:48][CH2:49][CH2:50][CH2:51][CH2:52][CH3:53])[CH2:27][O:28][CH2:29][CH2:30][CH2:31][CH2:32][CH2:33][CH2:34][CH2:35][CH2:36][CH2:37][CH2:38][CH2:39][CH3:40])[C:20](O)=[O:21])=[O:17])[C:11]3[C:6](=[CH:7][CH:8]=[CH:9][CH:10]=3)C=2C=CC=1.CN(C(ON1N=N[C:64]2[CH:65]=[CH:66][CH:67]=[CH:68][C:63]1=2)=[N+](C)C)C.F[P-](F)(F)(F)(F)F.CCN(C(C)C)C(C)C.[NH2:87][CH2:88][CH2:89][O:90][CH2:91][CH2:92][O:93][CH2:94][CH2:95][O:96][CH2:97][CH2:98][C:99]([O:101][C:102]([CH3:105])([CH3:104])[CH3:103])=[O:100], predict the reaction product. The product is: [CH:65]1[C:64]2[CH:12]([CH2:14][O:15][C:16]([NH:18][C@@H:19]([CH2:23][S:24][CH2:25][C@H:26]([O:41][CH2:42][CH2:43][CH2:44][CH2:45][CH2:46][CH2:47][CH2:48][CH2:49][CH2:50][CH2:51][CH2:52][CH3:53])[CH2:27][O:28][CH2:29][CH2:30][CH2:31][CH2:32][CH2:33][CH2:34][CH2:35][CH2:36][CH2:37][CH2:38][CH2:39][CH3:40])[C:20](=[O:21])[NH:87][CH2:88][CH2:89][O:90][CH2:91][CH2:92][O:93][CH2:94][CH2:95][O:96][CH2:97][CH2:98][C:99]([O:101][C:102]([CH3:105])([CH3:104])[CH3:103])=[O:100])=[O:17])[C:11]3[C:10](=[CH:9][CH:8]=[CH:7][CH:6]=3)[C:63]=2[CH:68]=[CH:67][CH:66]=1. (2) Given the reactants [NH2:1][C:2]1[CH:11]=[C:10]([N:12]2[CH2:17][CH2:16][N:15]([C:18]([NH:20][C@@H:21]([CH3:25])[C:22](O)=[O:23])=[O:19])[CH2:14][CH2:13]2)[C:9]2[C:4](=[CH:5][C:6]([Cl:26])=[CH:7][CH:8]=2)[N:3]=1.CC[N:29]([CH2:32][CH3:33])CC.CN(C(ON1N=N[C:44]2[CH:45]=[CH:46]C=N[C:43]1=2)=[N+](C)C)C.[F:51][P-](F)(F)(F)(F)F, predict the reaction product. The product is: [NH2:1][C:2]1[CH:11]=[C:10]([N:12]2[CH2:13][CH2:14][N:15]([C:18]([NH:20][C@@H:21]([CH3:25])[C:22]([NH:29][C:32]3[CH:33]=[CH:43][C:44]([F:51])=[CH:45][CH:46]=3)=[O:23])=[O:19])[CH2:16][CH2:17]2)[C:9]2[C:4](=[CH:5][C:6]([Cl:26])=[CH:7][CH:8]=2)[N:3]=1. (3) Given the reactants [N:1]1[CH:6]=[CH:5][N:4]=[CH:3][C:2]=1[C:7]#[N:8].[CH3:9][O-:10].[Na+], predict the reaction product. The product is: [CH3:9][O:10][C:7]([C:2]1[CH:3]=[N:4][CH:5]=[CH:6][N:1]=1)=[NH:8]. (4) Given the reactants [F:1][C:2]1[CH:3]=[CH:4][C:5]2[C:6]3[C:11]([CH:12]([CH3:28])[N:13]([C:16](=[O:27])[C:17]4[CH:22]=[CH:21][C:20]([O:23]C)=[CH:19][C:18]=4[O:25]C)[C:14]=2[CH:15]=1)=[CH:10][CH:9]=[CH:8][CH:7]=3.FC1C=C(F)C=CC=1C1C=CC=CC=1C(NC(=O)C1C=CC(OC)=CC=1OC)C.C[Si]([N-][Si](C)(C)C)(C)C.[Li+], predict the reaction product. The product is: [F:1][C:2]1[CH:3]=[CH:4][C:5]2[C:6]3[C:11]([CH:12]([CH3:28])[N:13]([C:16]([C:17]4[CH:22]=[CH:21][C:20]([OH:23])=[CH:19][C:18]=4[OH:25])=[O:27])[C:14]=2[CH:15]=1)=[CH:10][CH:9]=[CH:8][CH:7]=3.